From a dataset of Forward reaction prediction with 1.9M reactions from USPTO patents (1976-2016). Predict the product of the given reaction. (1) Given the reactants [Li]CCCC.C(NC(C)C)(C)C.CN1C(=O)N(C)CCC1.[C:22]1([C:28](=[N:35][CH2:36][C:37]([O:39][C:40]([CH3:43])([CH3:42])[CH3:41])=[O:38])[C:29]2[CH:34]=[CH:33][CH:32]=[CH:31][CH:30]=2)[CH:27]=[CH:26][CH:25]=[CH:24][CH:23]=1.Br[CH2:45][C:46]1[S:47][CH:48]=[CH:49][C:50]=1[F:51], predict the reaction product. The product is: [C:22]1([C:28](=[N:35][CH:36]([CH2:45][C:46]2[S:47][CH:48]=[CH:49][C:50]=2[F:51])[C:37]([O:39][C:40]([CH3:43])([CH3:42])[CH3:41])=[O:38])[C:29]2[CH:30]=[CH:31][CH:32]=[CH:33][CH:34]=2)[CH:23]=[CH:24][CH:25]=[CH:26][CH:27]=1. (2) Given the reactants [CH3:1][C:2]1[CH:7]=[C:6]([C:8]2[CH:9]=[CH:10][C:11]3[N:17]4[CH2:18][C@H:14]([CH2:15][CH2:16]4)[NH:13][C:12]=3[N:19]=2)[CH:5]=[CH:4][N:3]=1.ClC(Cl)(O[C:24](=[O:30])OC(Cl)(Cl)Cl)Cl.[N:32]1[CH:37]=[C:36]([NH2:38])[CH:35]=[N:34][CH:33]=1.O, predict the reaction product. The product is: [CH3:1][C:2]1[CH:7]=[C:6]([C:8]2[CH:9]=[CH:10][C:11]3[N:17]4[CH2:18][C@H:14]([CH2:15][CH2:16]4)[N:13]([C:24]([NH:38][C:36]4[CH:37]=[N:32][CH:33]=[N:34][CH:35]=4)=[O:30])[C:12]=3[N:19]=2)[CH:5]=[CH:4][N:3]=1. (3) Given the reactants [C:1]1(=[O:7])[NH:5][C:4](=[O:6])[CH:3]=[CH:2]1.[C:8](OC(=O)C)(=[O:10])[CH3:9], predict the reaction product. The product is: [C:8]([N:5]1[C:4](=[O:6])[CH:3]=[CH:2][C:1]1=[O:7])(=[O:10])[CH3:9].